Dataset: Forward reaction prediction with 1.9M reactions from USPTO patents (1976-2016). Task: Predict the product of the given reaction. (1) Given the reactants Cl.O1CCOCC1.Cl[C:9]1[N:14]=[C:13]([C:15]2[CH:20]=[CH:19][C:18]([F:21])=[CH:17][C:16]=2[O:22][CH3:23])[C:12]([F:24])=[CH:11][N:10]=1.[Br:25][C:26]1[CH:27]=[C:28]([CH:30]=[C:31]([CH2:33][S:34][CH3:35])[CH:32]=1)[NH2:29], predict the reaction product. The product is: [Br:25][C:26]1[CH:27]=[C:28]([NH:29][C:9]2[N:14]=[C:13]([C:15]3[CH:20]=[CH:19][C:18]([F:21])=[CH:17][C:16]=3[O:22][CH3:23])[C:12]([F:24])=[CH:11][N:10]=2)[CH:30]=[C:31]([CH2:33][S:34][CH3:35])[CH:32]=1. (2) Given the reactants C1C=C2C(O[C:10]3([C:23]4C(=CC(O)=C(CN(CC(O)=O)CC(O)=O)C=4)O[C:16]4[C:11]3=[CH:12][C:13]([CH2:36][N:37]([CH2:42][C:43]([OH:45])=[O:44])[CH2:38][C:39]([OH:41])=[O:40])=[C:14]([OH:35])[CH:15]=4)C2=CC=1)=O.CC1C=C(C2(C3C=C(CN([CH2:72][C:73]([OH:75])=[O:74])[CH2:72][C:73]([OH:75])=[O:74])C(O)=C(C)C=3)OS(=O)(=O)C3C2=CC=CC=3)C=C(CN([CH2:72][C:73]([OH:75])=[O:74])[CH2:72][C:73]([OH:75])=[O:74])C=1O, predict the reaction product. The product is: [CH3:23][C:10]1[C:11]2[CH:16]=[CH:15][C:14]([OH:35])=[C:13]([CH2:36][N:37]([CH2:42][C:43]([OH:45])=[O:44])[CH2:38][C:39]([OH:41])=[O:40])[C:12]=2[O:75][C:73](=[O:74])[CH:72]=1. (3) Given the reactants [Cl:1][C:2]1[CH:3]=[CH:4][C:5]2[N:9]=[C:8]([CH:10]([NH:19][C:20](=[O:35])[C:21]3[CH:26]=[CH:25][C:24]([C:27]([N:29]4[CH2:33][CH2:32][CH2:31][CH2:30]4)=[O:28])=[C:23]([CH3:34])[CH:22]=3)[CH2:11][C:12]3[CH:17]=[CH:16][C:15]([OH:18])=[CH:14][CH:13]=3)[N:7]([CH2:36][C:37]([O:39]C)=[O:38])[C:6]=2[CH:41]=1.[OH-].[Na+].ClCCl.C(O)C.N.ClCl, predict the reaction product. The product is: [Cl:1][C:2]1[CH:3]=[CH:4][C:5]2[N:9]=[C:8]([CH:10]([NH:19][C:20](=[O:35])[C:21]3[CH:26]=[CH:25][C:24]([C:27]([N:29]4[CH2:33][CH2:32][CH2:31][CH2:30]4)=[O:28])=[C:23]([CH3:34])[CH:22]=3)[CH2:11][C:12]3[CH:17]=[CH:16][C:15]([OH:18])=[CH:14][CH:13]=3)[N:7]([CH2:36][C:37]([OH:39])=[O:38])[C:6]=2[CH:41]=1. (4) Given the reactants [CH:1]1([C:4]2[CH:5]=[C:6]([CH:28]=[C:29]([O:32][CH2:33][CH3:34])[C:30]=2I)[CH2:7][N:8]2[CH2:11][C:10]3([CH2:15][C:14]([N:16]4[CH2:21][CH2:20][C:19]([CH3:27])([C:22]([O:24]CC)=[O:23])[CH2:18][CH2:17]4)=[N:13][O:12]3)[CH2:9]2)[CH2:3][CH2:2]1.[N:35]1[CH:40]=[CH:39][CH:38]=[C:37](B(O)O)[CH:36]=1, predict the reaction product. The product is: [CH:1]1([C:4]2[CH:5]=[C:6]([CH:28]=[C:29]([O:32][CH2:33][CH3:34])[C:30]=2[C:37]2[CH:36]=[N:35][CH:40]=[CH:39][CH:38]=2)[CH2:7][N:8]2[CH2:11][C:10]3([CH2:15][C:14]([N:16]4[CH2:17][CH2:18][C:19]([CH3:27])([C:22]([OH:24])=[O:23])[CH2:20][CH2:21]4)=[N:13][O:12]3)[CH2:9]2)[CH2:2][CH2:3]1. (5) Given the reactants [C:1]([NH:9][C:10]1[C:11]2[N:12]=[CH:13][N:14]([C:53]=2[N:54]=[CH:55][N:56]=1)[C@@H:15]1[O:52][C@H:42]([CH2:43][O:44][Si](C(C)(C)C)(C)C)[C@@H:17]([O:18][C:19]([C:36]2[CH:41]=[CH:40][CH:39]=[CH:38][CH:37]=2)([C:28]2[CH:33]=[CH:32][C:31]([O:34][CH3:35])=[CH:30][CH:29]=2)[C:20]2[CH:25]=[CH:24][C:23]([O:26][CH3:27])=[CH:22][CH:21]=2)[CH2:16]1)(=[O:8])[C:2]1[CH:7]=[CH:6][CH:5]=[CH:4][CH:3]=1.[F-].C([N+](CCCC)(CCCC)CCCC)CCC, predict the reaction product. The product is: [C:1]([NH:9][C:10]1[C:11]2[N:12]=[CH:13][N:14]([C:53]=2[N:54]=[CH:55][N:56]=1)[C@@H:15]1[O:52][C@H:42]([CH2:43][OH:44])[C@@H:17]([O:18][C:19]([C:36]2[CH:37]=[CH:38][CH:39]=[CH:40][CH:41]=2)([C:28]2[CH:33]=[CH:32][C:31]([O:34][CH3:35])=[CH:30][CH:29]=2)[C:20]2[CH:25]=[CH:24][C:23]([O:26][CH3:27])=[CH:22][CH:21]=2)[CH2:16]1)(=[O:8])[C:2]1[CH:3]=[CH:4][CH:5]=[CH:6][CH:7]=1. (6) Given the reactants C[O:2][C:3]1[CH:8]=[C:7]([O:9]C)[CH:6]=[CH:5][C:4]=1[C:11]1[CH:16]=[CH:15][CH:14]=[C:13]([C:17]([NH:19][C:20]2[CH:25]=[CH:24][C:23]([C:26]3[O:30][C:29]([CH3:31])=[C:28]([C:32]([OH:34])=[O:33])[CH:27]=3)=[CH:22][CH:21]=2)=[O:18])[CH:12]=1.B(Br)(Br)Br, predict the reaction product. The product is: [OH:2][C:3]1[CH:8]=[C:7]([OH:9])[CH:6]=[CH:5][C:4]=1[C:11]1[CH:16]=[CH:15][CH:14]=[C:13]([C:17]([NH:19][C:20]2[CH:25]=[CH:24][C:23]([C:26]3[O:30][C:29]([CH3:31])=[C:28]([C:32]([OH:34])=[O:33])[CH:27]=3)=[CH:22][CH:21]=2)=[O:18])[CH:12]=1. (7) The product is: [NH2:30][C@@H:18]([CH2:19][C:20]1[CH:25]=[CH:24][C:23]([C:26]([F:27])([F:28])[F:29])=[CH:22][CH:21]=1)[CH2:17][NH:16][C:14]1[S:15][C:11]([C:9]2[CH:8]=[CH:7][C:5]3[NH:6][C:2](=[O:1])[O:3][C:4]=3[CH:10]=2)=[N:12][N:13]=1. Given the reactants [O:1]=[C:2]1[NH:6][C:5]2[CH:7]=[CH:8][C:9]([C:11]3[S:15][C:14]([N:16](C(OC(C)(C)C)=O)[CH2:17][C@@H:18]([NH:30]C(=O)OC(C)(C)C)[CH2:19][C:20]4[CH:25]=[CH:24][C:23]([C:26]([F:29])([F:28])[F:27])=[CH:22][CH:21]=4)=[N:13][N:12]=3)=[CH:10][C:4]=2[O:3]1.C(O)(C(F)(F)F)=O, predict the reaction product. (8) Given the reactants [C:1]([O:8][CH2:9][CH:10]([CH2:20][CH2:21][CH2:22][OH:23])[CH2:11][O:12][C:13](=[O:19])[CH2:14][CH2:15][CH2:16][CH2:17][CH3:18])(=[O:7])[CH2:2][CH2:3][CH2:4][CH2:5][CH3:6].CC(C)=[O:26].OS(O)(=O)=O.O=[Cr](=O)=O.CO, predict the reaction product. The product is: [C:1]([O:8][CH2:9][CH:10]([CH2:11][O:12][C:13](=[O:19])[CH2:14][CH2:15][CH2:16][CH2:17][CH3:18])[CH2:20][CH2:21][C:22]([OH:26])=[O:23])(=[O:7])[CH2:2][CH2:3][CH2:4][CH2:5][CH3:6]. (9) Given the reactants [Cl:1][C:2]1[S:6][C:5]([CH:7]([OH:26])[CH:8]([CH2:12][C:13]2[CH:18]=[CH:17][CH:16]=[C:15]([O:19][C:20]([F:25])([F:24])[CH:21]([F:23])[F:22])[CH:14]=2)C(O)=O)=[CH:4][CH:3]=1.C([N:29]([CH2:32]C)CC)C.C1(P(N=[N+]=[N-])(C2C=CC=CC=2)=[O:41])C=CC=CC=1, predict the reaction product. The product is: [Cl:1][C:2]1[S:6][C:5]([CH:7]2[O:26][C:32](=[O:41])[NH:29][CH:8]2[CH2:12][C:13]2[CH:18]=[CH:17][CH:16]=[C:15]([O:19][C:20]([F:24])([F:25])[CH:21]([F:22])[F:23])[CH:14]=2)=[CH:4][CH:3]=1. (10) The product is: [Br:1][C:2]1[S:6][C:5]([CH3:7])=[N:4][C:3]=1[C:11]([OH:12])=[O:14]. Given the reactants [Br:1][C:2]1[S:6][C:5]([CH3:7])=[N:4][C:3]=1C(Cl)Cl.[C:11](=[O:14])(O)[O-:12].[Na+], predict the reaction product.